Dataset: Catalyst prediction with 721,799 reactions and 888 catalyst types from USPTO. Task: Predict which catalyst facilitates the given reaction. (1) Reactant: [Br:1][C:2]1[CH:11]=[CH:10][C:5]([C:6](OC)=[O:7])=[C:4]([CH2:12]Br)[CH:3]=1.[OH-].[NH4+:15]. Product: [Br:1][C:2]1[CH:3]=[C:4]2[C:5](=[CH:10][CH:11]=1)[C:6](=[O:7])[NH:15][CH2:12]2. The catalyst class is: 12. (2) Reactant: [CH:1]([C:3]1[CH:4]=[C:5]([C:9]2[CH:14]=[CH:13][C:12]([C:15]([O:17][CH3:18])=[O:16])=[CH:11][CH:10]=2)[CH:6]=[CH:7][CH:8]=1)=O.C(O[BH-](OC(=O)C)OC(=O)C)(=O)C.[Na+].[CH3:33][NH:34][CH3:35]. Product: [CH3:33][N:34]([CH2:1][C:3]1[CH:4]=[C:5]([C:9]2[CH:14]=[CH:13][C:12]([C:15]([O:17][CH3:18])=[O:16])=[CH:11][CH:10]=2)[CH:6]=[CH:7][CH:8]=1)[CH3:35]. The catalyst class is: 7. (3) Reactant: [O:1]1[C:10]2[C:5](=[CH:6][C:7]([OH:11])=[CH:8][CH:9]=2)[CH2:4][CH2:3][CH2:2]1.C([Mg]Cl)(C)C.[C:17]1([CH:23]([C:35]2[CH:40]=[CH:39][CH:38]=[CH:37][CH:36]=2)[N:24]2[C:32]3[C:27](=[CH:28][CH:29]=[CH:30][CH:31]=3)[C:26](=[O:33])[C:25]2=[O:34])[CH:22]=[CH:21][CH:20]=[CH:19][CH:18]=1.[Cl-].[NH4+]. Product: [C:35]1([CH:23]([C:17]2[CH:22]=[CH:21][CH:20]=[CH:19][CH:18]=2)[N:24]2[C:32]3[C:27](=[CH:28][CH:29]=[CH:30][CH:31]=3)[C:26]([OH:33])([C:8]3[CH:9]=[C:10]4[C:5]([CH2:4][CH2:3][CH2:2][O:1]4)=[CH:6][C:7]=3[OH:11])[C:25]2=[O:34])[CH:36]=[CH:37][CH:38]=[CH:39][CH:40]=1. The catalyst class is: 489.